The task is: Regression. Given a peptide amino acid sequence and an MHC pseudo amino acid sequence, predict their binding affinity value. This is MHC class II binding data.. This data is from Peptide-MHC class II binding affinity with 134,281 pairs from IEDB. (1) The peptide sequence is PCKGDSVTIKLDGNL. The MHC is HLA-DPA10103-DPB10401 with pseudo-sequence HLA-DPA10103-DPB10401. The binding affinity (normalized) is 0. (2) The MHC is DRB1_0101 with pseudo-sequence DRB1_0101. The binding affinity (normalized) is 0.585. The peptide sequence is MTDIAKKPTESACSS. (3) The peptide sequence is HGSEEWEPLTKKGNVWEVKS. The MHC is HLA-DPA10103-DPB10401 with pseudo-sequence HLA-DPA10103-DPB10401. The binding affinity (normalized) is 0.110. (4) The peptide sequence is TVWAQSADFPQFKPE. The MHC is HLA-DQA10102-DQB10602 with pseudo-sequence HLA-DQA10102-DQB10602. The binding affinity (normalized) is 0.268. (5) The peptide sequence is ASKNFHLQKNTIGTG. The MHC is HLA-DQA10501-DQB10201 with pseudo-sequence HLA-DQA10501-DQB10201. The binding affinity (normalized) is 0.0240.